Dataset: Catalyst prediction with 721,799 reactions and 888 catalyst types from USPTO. Task: Predict which catalyst facilitates the given reaction. (1) Reactant: [Br:1][C:2]1[CH:9]=[C:8](F)[C:7]([F:11])=[CH:6][C:3]=1[C:4]#[N:5].[NH2:12][C:13](=[O:36])[C@H:14]([NH:28]C(=O)OC(C)(C)C)[CH2:15][C:16]1[CH:21]=[CH:20][C:19]([C:22]2[CH:27]=[CH:26][N:25]=[CH:24][CH:23]=2)=[CH:18][CH:17]=1.CCN(C(C)C)C(C)C.CC(O)=O. Product: [Br:1][C:2]1[C:3]([C:4]#[N:5])=[CH:6][C:7]([F:11])=[C:8]([NH:28][C@H:14]([CH2:15][C:16]2[CH:21]=[CH:20][C:19]([C:22]3[CH:23]=[CH:24][N:25]=[CH:26][CH:27]=3)=[CH:18][CH:17]=2)[C:13]([NH2:12])=[O:36])[CH:9]=1. The catalyst class is: 16. (2) Reactant: Cl[C:2]1[CH:7]=[CH:6][C:5]([Br:8])=[CH:4][N:3]=1.O.[NH2:10][NH2:11]. Product: [Br:8][C:5]1[CH:6]=[CH:7][C:2]([NH:10][NH2:11])=[N:3][CH:4]=1. The catalyst class is: 6.